Dataset: Acute oral toxicity (LD50) regression data from Zhu et al.. Task: Regression/Classification. Given a drug SMILES string, predict its toxicity properties. Task type varies by dataset: regression for continuous values (e.g., LD50, hERG inhibition percentage) or binary classification for toxic/non-toxic outcomes (e.g., AMES mutagenicity, cardiotoxicity, hepatotoxicity). Dataset: ld50_zhu. (1) The molecule is c1ccc(Oc2ccccc2)cc1. The rat oral LD50 is 1.70, given as -log10 of the dose in mol/kg body weight (higher means more acutely toxic). (2) The compound is CCC1(CCC(C)C)C(=O)NC(=O)NC1=O. The rat oral LD50 is 2.96, given as -log10 of the dose in mol/kg body weight (higher means more acutely toxic). (3) The drug is Cc1ccccc1-c1nc2c(N)nc(N)nc2nc1N. The rat oral LD50 is 2.17, given as -log10 of the dose in mol/kg body weight (higher means more acutely toxic). (4) The compound is OCCN1CC1. The rat oral LD50 is 3.07, given as -log10 of the dose in mol/kg body weight (higher means more acutely toxic). (5) The drug is CCCCCCCCCc1cc(C)cc(Cc2cc(C)cc(CCCCCCCCC)c2O)c1O. The rat oral LD50 is 1.16, given as -log10 of the dose in mol/kg body weight (higher means more acutely toxic).